Dataset: Reaction yield outcomes from USPTO patents with 853,638 reactions. Task: Predict the reaction yield, written as a fraction of the theoretical maximum amount of product (1.0 means a 100% yield; for example, 0.34 means a 34% yield). (1) The reactants are [F:1][C:2]1[CH:7]=[CH:6][C:5]([C:8](=O)[CH3:9])=[C:4]([OH:11])[CH:3]=1.[Cl-].O[NH3+:14].C([O-])(=O)C.[Na+]. The catalyst is CO. The product is [F:1][C:2]1[CH:7]=[CH:6][C:5]2[C:8]([CH3:9])=[N:14][O:11][C:4]=2[CH:3]=1. The yield is 0.700. (2) The yield is 0.310. The reactants are CN(C(ON1N=NC2C=CC=NC1=2)=[N+](C)C)C.F[P-](F)(F)(F)(F)F.[CH:25]1([C:31]2[C:32]3[CH:33]=[CH:34][C:35]([C:65](=[O:73])[NH:66][S:67]([CH:70]([CH3:72])[CH3:71])(=[O:69])=[O:68])=[CH:36][C:37]=3[N:38]3[CH2:44][C:43]([C:45]4[N:49]([CH:50]5[CH2:52][CH2:51]5)[N:48]=[C:47]([CH:53]([CH3:55])[CH3:54])[C:46]=4[C:56]([OH:58])=O)=[CH:42][C:41]4[CH:59]=[C:60]([O:63][CH3:64])[CH:61]=[CH:62][C:40]=4[C:39]=23)[CH2:30][CH2:29][CH2:28][CH2:27][CH2:26]1.[CH3:74][C@H:75]1[O:80][C@@H:79]([CH3:81])[CH2:78][NH:77][CH2:76]1.CCN(C(C)C)C(C)C. The catalyst is CN(C=O)C. The product is [CH:25]1([C:31]2[C:32]3[CH:33]=[CH:34][C:35]([C:65]([NH:66][S:67]([CH:70]([CH3:72])[CH3:71])(=[O:69])=[O:68])=[O:73])=[CH:36][C:37]=3[N:38]3[CH2:44][C:43]([C:45]4[N:49]([CH:50]5[CH2:52][CH2:51]5)[N:48]=[C:47]([CH:53]([CH3:55])[CH3:54])[C:46]=4[C:56]([N:77]4[CH2:76][C@H:75]([CH3:74])[O:80][C@H:79]([CH3:81])[CH2:78]4)=[O:58])=[CH:42][C:41]4[CH:59]=[C:60]([O:63][CH3:64])[CH:61]=[CH:62][C:40]=4[C:39]=23)[CH2:26][CH2:27][CH2:28][CH2:29][CH2:30]1. (3) The reactants are Cl[CH2:2][CH2:3][NH:4][C:5](=O)[CH3:6].P(Cl)(Cl)(Cl)(Cl)Cl.C1(C)C=CC=CC=1.Cl.[NH2:22][C:23]1[CH:24]=[C:25]([C:29]2[O:30][CH:31]=[CH:32][C:33]=2[C:34]([O:36][CH2:37][CH3:38])=[O:35])[CH:26]=[CH:27][CH:28]=1. The catalyst is C(OCC)(=O)C. The product is [CH3:6][C:5]1[N:22]([C:23]2[CH:24]=[C:25]([C:29]3[O:30][CH:31]=[CH:32][C:33]=3[C:34]([O:36][CH2:37][CH3:38])=[O:35])[CH:26]=[CH:27][CH:28]=2)[CH2:2][CH2:3][N:4]=1. The yield is 0.730. (4) The reactants are [CH3:1][O:2][C:3]1[CH:8]=[CH:7][C:6](B(O)O)=[CH:5][N:4]=1.[NH2:12][C:13]1[N:14]=[C:15]([N:24]2[CH2:29][CH2:28][N:27]([C:30](=[O:40])[CH2:31][O:32][C:33]3[CH:38]=[CH:37][C:36]([Cl:39])=[CH:35][CH:34]=3)[CH2:26][CH2:25]2)[C:16]2[N:22]=[C:21](Cl)[CH:20]=[CH:19][C:17]=2[N:18]=1. No catalyst specified. The product is [NH2:12][C:13]1[N:14]=[C:15]([N:24]2[CH2:25][CH2:26][N:27]([C:30](=[O:40])[CH2:31][O:32][C:33]3[CH:38]=[CH:37][C:36]([Cl:39])=[CH:35][CH:34]=3)[CH2:28][CH2:29]2)[C:16]2[N:22]=[C:21]([C:6]3[CH:7]=[CH:8][C:3]([O:2][CH3:1])=[N:4][CH:5]=3)[CH:20]=[CH:19][C:17]=2[N:18]=1. The yield is 0.860. (5) The reactants are [CH3:1][C:2]1[C:3](=[O:27])[C:4]2[C:9]([C:10](=[O:26])[C:11]=1[CH:12]([C:14](=[O:25])[C@H:15](C)[NH:16][C:17]([O:19][C:20]([CH3:23])([CH3:22])[CH3:21])=[O:18])[NH2:13])=[CH:8][CH:7]=[CH:6][CH:5]=2.N(C(OC(C)(C)C)=O)CC(O)=O.CN(C(ON1N=NC2C=CC=CC1=2)=[N+](C)C)C.F[P-](F)(F)(F)(F)F.C1C=CC2N(O)N=NC=2C=1.CCN(C(C)C)C(C)C. The catalyst is C(Cl)Cl. The product is [CH3:1][C:2]1[C:3](=[O:27])[C:4]2[C:9]([C:10](=[O:26])[C:11]=1[CH:12]([C:14](=[O:25])[CH2:15][NH:16][C:17]([O:19][C:20]([CH3:21])([CH3:22])[CH3:23])=[O:18])[NH2:13])=[CH:8][CH:7]=[CH:6][CH:5]=2. The yield is 0.710. (6) The reactants are Cl[C:2]1[CH:3]=[C:4]([NH:10][C:11]2[CH:16]=[N:15][C:14]([CH2:17][NH:18][CH:19]3[CH2:22][CH2:21][CH2:20]3)=[CH:13][N:12]=2)[C:5](=[O:9])[N:6]([CH3:8])[N:7]=1.[C:23]([C:27]1[CH:28]=[C:29]2[C:34](=[C:35]([F:37])[CH:36]=1)[C:33](=[O:38])[N:32]([C:39]1[CH:49]=[CH:48][CH:47]=[C:46](B3OC(C)(C)C(C)(C)O3)[C:40]=1[CH2:41][O:42]C(=O)C)[N:31]=[CH:30]2)([CH3:26])([CH3:25])[CH3:24].[O-]P([O-])([O-])=O.[K+].[K+].[K+].CC(C1C=C(C(C)C)C(C2C=CC=CC=2P(C2CCCCC2)C2CCCCC2)=C(C(C)C)C=1)C.[OH-].[Na+]. The catalyst is C(O)CCC.O. The product is [C:23]([C:27]1[CH:28]=[C:29]2[C:34](=[C:35]([F:37])[CH:36]=1)[C:33](=[O:38])[N:32]([C:39]1[CH:49]=[CH:48][CH:47]=[C:46]([C:2]3[CH:3]=[C:4]([NH:10][C:11]4[CH:16]=[N:15][C:14]([CH2:17][NH:18][CH:19]5[CH2:22][CH2:21][CH2:20]5)=[CH:13][N:12]=4)[C:5](=[O:9])[N:6]([CH3:8])[N:7]=3)[C:40]=1[CH2:41][OH:42])[N:31]=[CH:30]2)([CH3:26])([CH3:24])[CH3:25]. The yield is 0.250. (7) The reactants are [CH3:1][O:2][C:3]1[CH:40]=[CH:39][C:6]([CH2:7][N:8]([CH2:30][C:31]2[CH:36]=[CH:35][C:34]([O:37][CH3:38])=[CH:33][CH:32]=2)[C:9]2[N:14]=[CH:13][C:12]([C:15]3[C:16]4[CH2:29][CH2:28][NH:27][C:17]=4[N:18]=[C:19]([N:21]4[CH2:26][CH2:25][O:24][CH2:23][CH2:22]4)[N:20]=3)=[CH:11][N:10]=2)=[CH:5][CH:4]=1.Br[C:42]1[CH:50]=[CH:49][C:45]([C:46]([OH:48])=[O:47])=[CH:44][C:43]=1[CH3:51]. No catalyst specified. The product is [CH3:38][O:37][C:34]1[CH:33]=[CH:32][C:31]([CH2:30][N:8]([CH2:7][C:6]2[CH:5]=[CH:4][C:3]([O:2][CH3:1])=[CH:40][CH:39]=2)[C:9]2[N:10]=[CH:11][C:12]([C:15]3[C:16]4[CH2:29][CH2:28][N:27]([C:42]5[CH:50]=[CH:49][C:45]([C:46]([OH:48])=[O:47])=[CH:44][C:43]=5[CH3:51])[C:17]=4[N:18]=[C:19]([N:21]4[CH2:26][CH2:25][O:24][CH2:23][CH2:22]4)[N:20]=3)=[CH:13][N:14]=2)=[CH:36][CH:35]=1. The yield is 0.250.